This data is from Full USPTO retrosynthesis dataset with 1.9M reactions from patents (1976-2016). The task is: Predict the reactants needed to synthesize the given product. (1) Given the product [CH3:19][C:17]1[N:16]([C:20]2[CH:29]=[CH:28][C:27]3[C:22](=[CH:23][CH:24]=[CH:25][CH:26]=3)[CH:21]=2)[N:15]=[C:14]([O:13][CH2:12][CH2:11][N:3]2[CH2:8][CH2:7][O:6][CH2:5][C:4]2=[O:9])[CH:18]=1, predict the reactants needed to synthesize it. The reactants are: [H-].[Na+].[NH:3]1[CH2:8][CH2:7][O:6][CH2:5][C:4]1=[O:9].Cl[CH2:11][CH2:12][O:13][C:14]1[CH:18]=[C:17]([CH3:19])[N:16]([C:20]2[CH:29]=[CH:28][C:27]3[C:22](=[CH:23][CH:24]=[CH:25][CH:26]=3)[CH:21]=2)[N:15]=1.O. (2) Given the product [CH2:29]([N:36]1[CH2:41][CH2:40][O:39][CH:38]([CH2:42][N:8]2[C:9]3[C:5](=[CH:4][CH:3]=[C:2]([Cl:1])[CH:10]=3)[C:6]([C:11]([N:13]3[CH2:18][CH2:17][C:16]4([C:22]5[CH:23]=[CH:24][C:25]([F:27])=[CH:26][C:21]=5[C:20](=[O:28])[O:19]4)[CH2:15][CH2:14]3)=[O:12])=[CH:7]2)[CH2:37]1)[C:30]1[CH:31]=[CH:32][CH:33]=[CH:34][CH:35]=1, predict the reactants needed to synthesize it. The reactants are: [Cl:1][C:2]1[CH:10]=[C:9]2[C:5]([C:6]([C:11]([N:13]3[CH2:18][CH2:17][C:16]4([C:22]5[CH:23]=[CH:24][C:25]([F:27])=[CH:26][C:21]=5[C:20](=[O:28])[O:19]4)[CH2:15][CH2:14]3)=[O:12])=[CH:7][NH:8]2)=[CH:4][CH:3]=1.[CH2:29]([N:36]1[CH2:41][CH2:40][O:39][CH:38]([CH2:42]Cl)[CH2:37]1)[C:30]1[CH:35]=[CH:34][CH:33]=[CH:32][CH:31]=1. (3) Given the product [F:1][C:2]1[CH:3]=[CH:4][C:5]2[N:6]([CH:8]=[C:9]([CH2:11][OH:12])[N:10]=2)[CH:7]=1, predict the reactants needed to synthesize it. The reactants are: [F:1][C:2]1[CH:3]=[CH:4][C:5]2[N:6]([CH:8]=[C:9]([C:11](O)=[O:12])[N:10]=2)[CH:7]=1.CO.